From a dataset of CYP2C9 inhibition data for predicting drug metabolism from PubChem BioAssay. Regression/Classification. Given a drug SMILES string, predict its absorption, distribution, metabolism, or excretion properties. Task type varies by dataset: regression for continuous measurements (e.g., permeability, clearance, half-life) or binary classification for categorical outcomes (e.g., BBB penetration, CYP inhibition). Dataset: cyp2c9_veith. (1) The drug is C[C@@H]1O[C@H](C[N+](C)(C)C)CS1. The result is 0 (non-inhibitor). (2) The result is 0 (non-inhibitor). The compound is C/C(=N\NC(=O)COc1ccc([N+](=O)[O-])cc1)C(C)(C)C. (3) The molecule is CS(=O)(=O)Nc1cccc(-c2nccc(-n3ccnc3)n2)c1. The result is 0 (non-inhibitor). (4) The molecule is O=C(O)Cc1cc2ccccc2nc1C(=O)O. The result is 0 (non-inhibitor).